Dataset: Reaction yield outcomes from USPTO patents with 853,638 reactions. Task: Predict the reaction yield, written as a fraction of the theoretical maximum amount of product (1.0 means a 100% yield; for example, 0.34 means a 34% yield). (1) The reactants are C([O:4][C:5]1[CH:6]=[C:7]2[C:12](=[CH:13][CH:14]=1)[N:11]=[C:10]([C:15]1[CH:20]=[CH:19][CH:18]=[C:17]([NH:21][C:22](=[O:29])[C:23]3[CH:28]=[CH:27][CH:26]=[N:25][CH:24]=3)[CH:16]=1)[N:9]=[C:8]2[NH:30][C:31]1[CH:32]=[C:33]2[C:37](=[CH:38][CH:39]=1)[N:36]([C:40]([O-])=[O:41])[N:35]=[CH:34]2)(=O)C.[NH4+].[OH-:44]. The catalyst is CO. The product is [OH:4][C:5]1[CH:6]=[C:7]2[C:12](=[CH:13][CH:14]=1)[N:11]=[C:10]([C:15]1[CH:20]=[CH:19][CH:18]=[C:17]([NH:21][C:22](=[O:29])[C:23]3[CH:28]=[CH:27][CH:26]=[N:25][CH:24]=3)[CH:16]=1)[N:9]=[C:8]2[NH:30][C:31]1[CH:32]=[C:33]2[C:37](=[CH:38][CH:39]=1)[N:36]([C:40]([O:44][C:7]([CH3:12])([CH3:8])[CH3:6])=[O:41])[N:35]=[CH:34]2. The yield is 0.910. (2) The reactants are [Cl:1][C:2]1[CH:22]=[CH:21][C:5]([CH2:6][C:7]2[N:8]=[C:9]([C:15]3[CH:20]=[CH:19][N:18]=[CH:17][CH:16]=3)[S:10][C:11]=2[C:12](O)=[O:13])=[CH:4][CH:3]=1.C1C=[CH:25][C:26]2N(O)N=[N:29][C:27]=2C=1.CCN=C=NCCCN(C)C.C(N)C=C. The catalyst is C(Cl)Cl. The product is [CH2:27]([NH:29][C:12]([C:11]1[S:10][C:9]([C:15]2[CH:16]=[CH:17][N:18]=[CH:19][CH:20]=2)=[N:8][C:7]=1[CH2:6][C:5]1[CH:21]=[CH:22][C:2]([Cl:1])=[CH:3][CH:4]=1)=[O:13])[CH:26]=[CH2:25]. The yield is 0.610. (3) The reactants are [C:1]1([C@H:7]([NH:26][C:27]([O:29][C@@H:30]2[CH:35]3[CH2:36][CH2:37][N:32]([CH2:33][CH2:34]3)[CH2:31]2)=[O:28])[C:8]2[CH:9]=[C:10]([CH:23]=[CH:24][CH:25]=2)[O:11][CH2:12][C:13]2[CH:22]=[CH:21][C:16]([C:17]([O:19]C)=[O:18])=[CH:15][CH:14]=2)[CH:6]=[CH:5][CH:4]=[CH:3][CH:2]=1.[OH-].[Li+].Cl. The catalyst is C1COCC1. The product is [C:1]1([C@H:7]([NH:26][C:27]([O:29][C@@H:30]2[CH:35]3[CH2:36][CH2:37][N:32]([CH2:33][CH2:34]3)[CH2:31]2)=[O:28])[C:8]2[CH:9]=[C:10]([CH:23]=[CH:24][CH:25]=2)[O:11][CH2:12][C:13]2[CH:14]=[CH:15][C:16]([C:17]([OH:19])=[O:18])=[CH:21][CH:22]=2)[CH:6]=[CH:5][CH:4]=[CH:3][CH:2]=1. The yield is 0.840. (4) The reactants are [CH3:1][O:2][C:3]1[CH:4]=[C:5]([C:11](=O)[CH2:12][C:13]2[CH:18]=[CH:17][CH:16]=[CH:15][CH:14]=2)[CH:6]=[CH:7][C:8]=1[O:9][CH3:10].[CH2:20]([O:22][C:23]1[CH:24]=[C:25]([CH:28]=[C:29]([N+:32]([O-:34])=[O:33])[C:30]=1[OH:31])[CH:26]=O)[CH3:21].[NH2:35][C:36]([NH2:38])=[O:37].Cl. The catalyst is CCO. The product is [CH3:1][O:2][C:3]1[CH:4]=[C:5]([C:11]2[NH:38][C:36](=[O:37])[NH:35][CH:26]([C:25]3[CH:28]=[C:29]([N+:32]([O-:34])=[O:33])[C:30]([OH:31])=[C:23]([O:22][CH2:20][CH3:21])[CH:24]=3)[C:12]=2[C:13]2[CH:18]=[CH:17][CH:16]=[CH:15][CH:14]=2)[CH:6]=[CH:7][C:8]=1[O:9][CH3:10]. The yield is 0.350.